From a dataset of Forward reaction prediction with 1.9M reactions from USPTO patents (1976-2016). Predict the product of the given reaction. Given the reactants [Br:1][C:2]1[CH:3]=[C:4]([C:8]2[NH:13][C:12](=[S:14])[N:11]3[N:15]=[CH:16][CH:17]=[C:10]3[CH:9]=2)[CH:5]=[CH:6][CH:7]=1.[CH3:18]I.Cl, predict the reaction product. The product is: [Br:1][C:2]1[CH:3]=[C:4]([C:8]2[N:13]=[C:12]([S:14][CH3:18])[N:11]3[N:15]=[CH:16][CH:17]=[C:10]3[CH:9]=2)[CH:5]=[CH:6][CH:7]=1.